Dataset: Forward reaction prediction with 1.9M reactions from USPTO patents (1976-2016). Task: Predict the product of the given reaction. (1) The product is: [CH3:13][N:14]([C:22]1[CH:23]=[CH:24][CH:25]=[CH:26][CH:27]=1)[C:15]1[CH:20]=[CH:19][C:18]([O:21][C:2]2[N:3]=[C:4]([OH:12])[C:5]3[CH:11]=[CH:10][N:9]=[CH:8][C:6]=3[N:7]=2)=[CH:17][CH:16]=1. Given the reactants Cl[C:2]1[N:3]=[C:4]([OH:12])[C:5]2[CH:11]=[CH:10][N:9]=[CH:8][C:6]=2[N:7]=1.[CH3:13][N:14]([C:22]1[CH:27]=[CH:26][CH:25]=[CH:24][CH:23]=1)[C:15]1[CH:20]=[CH:19][C:18]([OH:21])=[CH:17][CH:16]=1, predict the reaction product. (2) Given the reactants [CH3:1][C:2]1[N:3]([C:8]2[N:13]=[C:12]([CH2:14][C:15]([N:17]3[C:25]4[C:20](=[CH:21][C:22]([NH2:26])=[CH:23][CH:24]=4)[CH2:19][CH2:18]3)=[O:16])[CH:11]=[CH:10][CH:9]=2)[C:4]([CH3:7])=[CH:5][CH:6]=1.[Br:27][C:28]1[CH:36]=[CH:35][CH:34]=[CH:33][C:29]=1[C:30](Cl)=[O:31].O, predict the reaction product. The product is: [Br:27][C:28]1[CH:36]=[CH:35][CH:34]=[CH:33][C:29]=1[C:30]([NH:26][C:22]1[CH:21]=[C:20]2[C:25](=[CH:24][CH:23]=1)[N:17]([C:15](=[O:16])[CH2:14][C:12]1[CH:11]=[CH:10][CH:9]=[C:8]([N:3]3[C:4]([CH3:7])=[CH:5][CH:6]=[C:2]3[CH3:1])[N:13]=1)[CH2:18][CH2:19]2)=[O:31].